From a dataset of Forward reaction prediction with 1.9M reactions from USPTO patents (1976-2016). Predict the product of the given reaction. (1) Given the reactants [C-:1]#[N:2].[Na+].[Br:4][C:5]1[CH:6]=[C:7]([CH:10]=[C:11]([F:13])[CH:12]=1)[CH2:8]Br, predict the reaction product. The product is: [Br:4][C:5]1[CH:6]=[C:7]([CH2:8][C:1]#[N:2])[CH:10]=[C:11]([F:13])[CH:12]=1. (2) Given the reactants [NH2:1][C:2]1[CH:42]=[CH:41][C:5]2[N:6]=[C:7]([C:9]3[CH:10]=[C:11]([C:15]4[C:16]([N:35]([CH3:40])[S:36]([CH3:39])(=[O:38])=[O:37])=[CH:17][C:18]5[O:22][C:21]([C:23]6[CH:28]=[CH:27][C:26]([F:29])=[CH:25][CH:24]=6)=[C:20]([C:30]([NH:32][CH3:33])=[O:31])[C:19]=5[CH:34]=4)[CH:12]=[CH:13][CH:14]=3)[O:8][C:4]=2[CH:3]=1.N1C=CC=CC=1.[CH3:49][S:50](Cl)(=[O:52])=[O:51], predict the reaction product. The product is: [F:29][C:26]1[CH:27]=[CH:28][C:23]([C:21]2[O:22][C:18]3[CH:17]=[C:16]([N:35]([CH3:40])[S:36]([CH3:39])(=[O:38])=[O:37])[C:15]([C:11]4[CH:12]=[CH:13][CH:14]=[C:9]([C:7]5[O:8][C:4]6[CH:3]=[C:2]([NH:1][S:50]([CH3:49])(=[O:52])=[O:51])[CH:42]=[CH:41][C:5]=6[N:6]=5)[CH:10]=4)=[CH:34][C:19]=3[C:20]=2[C:30]([NH:32][CH3:33])=[O:31])=[CH:24][CH:25]=1. (3) Given the reactants [NH2:1][C:2]1[N:10]=[C:9]([Cl:11])[CH:8]=[CH:7][C:3]=1[C:4]([NH2:6])=[O:5].C(Cl)(=O)[C:13](Cl)=[O:14], predict the reaction product. The product is: [Cl:11][C:9]1[CH:8]=[CH:7][C:3]2[C:4]([OH:5])=[N:6][C:13]([OH:14])=[N:1][C:2]=2[N:10]=1. (4) Given the reactants [OH:1][C:2]1[CH:3]=[C:4]([CH:8]([C:10]2[CH:15]=[CH:14][CH:13]=[C:12]([OH:16])[CH:11]=2)O)[CH:5]=[CH:6][CH:7]=1.[NH:17]1[CH:21]=[N:20][CH:19]=[N:18]1.CC1C=CC(S(O)(=O)=O)=CC=1, predict the reaction product. The product is: [OH:1][C:2]1[CH:3]=[C:4]([CH:8]([C:10]2[CH:15]=[CH:14][CH:13]=[C:12]([OH:16])[CH:11]=2)[N:17]2[CH:21]=[N:20][CH:19]=[N:18]2)[CH:5]=[CH:6][CH:7]=1. (5) Given the reactants [F:1][C:2]1[C:7]([F:8])=[CH:6][C:5]([C:9]2[CH:14]=[CH:13][C:12]([OH:15])=[CH:11][CH:10]=2)=[C:4]([O:16][CH3:17])[CH:3]=1.C(OC([N:25]1[CH2:29][CH2:28][CH:27]([CH2:30]Br)[CH2:26]1)=O)(C)(C)C, predict the reaction product. The product is: [F:1][C:2]1[C:7]([F:8])=[CH:6][C:5]([C:9]2[CH:10]=[CH:11][C:12]([O:15][CH2:30][CH:27]3[CH2:28][CH2:29][NH:25][CH2:26]3)=[CH:13][CH:14]=2)=[C:4]([O:16][CH3:17])[CH:3]=1. (6) The product is: [Cl:10][C:11]1[N:16]=[C:15]([N:24]2[CH2:25][CH2:26][C@H:22]([NH2:21])[CH2:23]2)[CH:14]=[C:13]([CH2:18][CH2:19][CH3:20])[N:12]=1. Given the reactants C(N(C(C)C)CC)(C)C.[Cl:10][C:11]1[N:16]=[C:15](Cl)[CH:14]=[C:13]([CH2:18][CH2:19][CH3:20])[N:12]=1.[NH2:21][C@H:22]1[CH2:26][CH2:25][NH:24][CH2:23]1.ClCCl, predict the reaction product. (7) The product is: [SH:16][C:14]1[S:15][C:3]2[CH:4]=[C:5]([C:6]#[N:7])[CH:8]=[CH:9][C:2]=2[N:1]=1. Given the reactants [NH2:1][C:2]1[CH:9]=[CH:8][C:5]([C:6]#[N:7])=[CH:4][C:3]=1Cl.C(O[C:14]([SH:16])=[S:15])C.[K], predict the reaction product. (8) Given the reactants C(O)(=O)C.[NH:5]1[CH2:10][CH2:9][CH:8]([NH:11][S:12]([C:15]2[C:24]3[C:19](=[CH:20][CH:21]=[CH:22][CH:23]=3)[C:18]([CH:25]([OH:27])[CH3:26])=[CH:17][CH:16]=2)(=[O:14])=[O:13])[CH2:7][CH2:6]1.C(=O)([O-])[O-].Cl[C:33]([O:35][CH2:36][CH3:37])=[O:34], predict the reaction product. The product is: [CH2:36]([O:35][C:33]([N:5]1[CH2:6][CH2:7][CH:8]([NH:11][S:12]([C:15]2[C:24]3[C:19](=[CH:20][CH:21]=[CH:22][CH:23]=3)[C:18]([CH:25]([OH:27])[CH3:26])=[CH:17][CH:16]=2)(=[O:14])=[O:13])[CH2:9][CH2:10]1)=[O:34])[CH3:37]. (9) Given the reactants [NH2:1][CH2:2][C:3]1[CH:4]=[C:5]([C:9]2[N:14]=[C:13]([C:15]3[CH:19]=[CH:18][N:17]([Si](C(C)C)(C(C)C)C(C)C)[CH:16]=3)[C:12]3[N:30]=[C:31]([C:35]4[C:36]([NH2:40])=[N:37][O:38][N:39]=4)[N:32]([CH2:33][CH3:34])[C:11]=3[CH:10]=2)[CH:6]=[CH:7][CH:8]=1.CCCC[N+](CCCC)(CCCC)CCCC.[F-], predict the reaction product. The product is: [NH2:1][CH2:2][C:3]1[CH:4]=[C:5]([C:9]2[N:14]=[C:13]([C:15]3[CH:19]=[CH:18][NH:17][CH:16]=3)[C:12]3[N:30]=[C:31]([C:35]4[C:36]([NH2:40])=[N:37][O:38][N:39]=4)[N:32]([CH2:33][CH3:34])[C:11]=3[CH:10]=2)[CH:6]=[CH:7][CH:8]=1.